This data is from Forward reaction prediction with 1.9M reactions from USPTO patents (1976-2016). The task is: Predict the product of the given reaction. (1) Given the reactants C([NH:5][S:6]([C:9]1[S:13][C:12]([C:14]2[N:15]=[CH:16][N:17]([C:19]3[N:24]=[C:23]([C:25]4[CH:30]=[CH:29][C:28]([Cl:31])=[C:27]([Cl:32])[CH:26]=4)[CH:22]=[C:21]([CH3:33])[N:20]=3)[CH:18]=2)=[N:11][CH:10]=1)(=[O:8])=[O:7])(C)(C)C.C(O)(C(F)(F)F)=O, predict the reaction product. The product is: [Cl:32][C:27]1[CH:26]=[C:25]([C:23]2[CH:22]=[C:21]([CH3:33])[N:20]=[C:19]([N:17]3[CH:18]=[C:14]([C:12]4[S:13][C:9]([S:6]([NH2:5])(=[O:7])=[O:8])=[CH:10][N:11]=4)[N:15]=[CH:16]3)[N:24]=2)[CH:30]=[CH:29][C:28]=1[Cl:31]. (2) Given the reactants [C:1]1([C:14]2[CH:19]=[CH:18][CH:17]=[CH:16][CH:15]=2)[CH:6]=[CH:5][C:4]([C:7]([NH:9][CH2:10][C:11]([OH:13])=O)=[O:8])=[CH:3][CH:2]=1.CCN(C(C)C)C(C)C.C1C=CC2N(O)N=NC=2C=1.CCN=C=NCCCN(C)C.Cl.Cl.[Cl:52][C:53]1[CH:58]=[CH:57][CH:56]=[CH:55][C:54]=1[N:59]([CH3:66])[CH:60]1[CH2:65][CH2:64][NH:63][CH2:62][CH2:61]1, predict the reaction product. The product is: [Cl:52][C:53]1[CH:58]=[CH:57][CH:56]=[CH:55][C:54]=1[N:59]([CH3:66])[CH:60]1[CH2:65][CH2:64][N:63]([C:11](=[O:13])[CH2:10][NH:9][C:7]([C:4]2[CH:3]=[CH:2][C:1]([C:14]3[CH:19]=[CH:18][CH:17]=[CH:16][CH:15]=3)=[CH:6][CH:5]=2)=[O:8])[CH2:62][CH2:61]1. (3) Given the reactants [Cl:1][C:2]1[N:7]=[CH:6][C:5](B(O)O)=[CH:4][CH:3]=1.C(O)C.C([O-])([O-])=O.[K+].[K+].[C:20]([O:24][C:25](=[O:34])[N:26]([C:28]1[S:32][C:31](Br)=[N:30][CH:29]=1)[CH3:27])([CH3:23])([CH3:22])[CH3:21], predict the reaction product. The product is: [C:20]([O:24][C:25](=[O:34])[N:26]([C:28]1[S:32][C:31]([C:5]2[CH:6]=[N:7][C:2]([Cl:1])=[CH:3][CH:4]=2)=[N:30][CH:29]=1)[CH3:27])([CH3:23])([CH3:21])[CH3:22].